From a dataset of Reaction yield outcomes from USPTO patents with 853,638 reactions. Predict the reaction yield, written as a fraction of the theoretical maximum amount of product (1.0 means a 100% yield; for example, 0.34 means a 34% yield). (1) The reactants are [F:1][C:2]1[C:7]([C:8]2[CH:13]=[CH:12][CH:11]=[CH:10][CH:9]=2)=[CH:6][C:5]([C:14]([OH:16])=O)=[C:4]([O:17][CH3:18])[CH:3]=1.C(Cl)(=O)C(Cl)=O.C(N(C(C)C)CC)(C)C.Cl.[N+:35]([C:38]1[CH:39]=[C:40]([CH:43]=[CH:44][CH:45]=1)[CH2:41][NH2:42])([O-:37])=[O:36]. The catalyst is ClCCl.CN(C=O)C. The product is [N+:35]([C:38]1[CH:39]=[C:40]([CH:43]=[CH:44][CH:45]=1)[CH2:41][NH:42][C:14]([C:5]1[CH:6]=[C:7]([C:8]2[CH:9]=[CH:10][CH:11]=[CH:12][CH:13]=2)[C:2]([F:1])=[CH:3][C:4]=1[O:17][CH3:18])=[O:16])([O-:37])=[O:36]. The yield is 0.650. (2) The reactants are [OH-].[Na+].[C:3]([O:7][C:8]([NH:10][C@@:11]1([C:25]([O:27]C(C)(C)C)=[O:26])[CH2:16][C:15](=[O:17])[C@@H:14]2[C@H:12]1[C@H:13]2[C:18]([O:20]C(C)(C)C)=[O:19])=[O:9])([CH3:6])([CH3:5])[CH3:4]. The catalyst is O1CCCC1.C(O)C. The product is [C:3]([O:7][C:8]([NH:10][C@@:11]1([C:25]([OH:27])=[O:26])[CH2:16][C:15](=[O:17])[C@@H:14]2[C@@H:12]1[C@H:13]2[C:18]([OH:20])=[O:19])=[O:9])([CH3:6])([CH3:4])[CH3:5]. The yield is 0.960.